This data is from Full USPTO retrosynthesis dataset with 1.9M reactions from patents (1976-2016). The task is: Predict the reactants needed to synthesize the given product. Given the product [CH3:1][O:2][C:3]([C:4]1[CH:9]=[CH:8][C:7]([C:17]2[CH:18]=[CH:19][C:14]([Cl:13])=[CH:15][CH:16]=2)=[C:6]([CH3:11])[CH:5]=1)=[O:12], predict the reactants needed to synthesize it. The reactants are: [CH3:1][O:2][C:3](=[O:12])[C:4]1[CH:9]=[CH:8][C:7](Br)=[C:6]([CH3:11])[CH:5]=1.[Cl:13][C:14]1[CH:19]=[CH:18][C:17](B(O)O)=[CH:16][CH:15]=1.C(=O)([O-])[O-].[Cs+].[Cs+].